The task is: Predict which catalyst facilitates the given reaction.. This data is from Catalyst prediction with 721,799 reactions and 888 catalyst types from USPTO. (1) Reactant: Cl[C:2]1[N:11]=[C:10]([C:12]2[CH:17]=[CH:16][C:15]([N:18]3[CH2:23][CH2:22][O:21][CH2:20][CH2:19]3)=[CH:14][CH:13]=2)[CH:9]=[C:8]2[C:3]=1[CH:4]=[CH:5][CH:6]=[N:7]2.[C:24]1(OB(O)O)[CH:29]=[CH:28][CH:27]=[CH:26][CH:25]=1.C([O-])([O-])=O.[Cs+].[Cs+]. Product: [C:24]1([C:2]2[N:11]=[C:10]([C:12]3[CH:17]=[CH:16][C:15]([N:18]4[CH2:19][CH2:20][O:21][CH2:22][CH2:23]4)=[CH:14][CH:13]=3)[CH:9]=[C:8]3[C:3]=2[CH:4]=[CH:5][CH:6]=[N:7]3)[CH:29]=[CH:28][CH:27]=[CH:26][CH:25]=1. The catalyst class is: 278. (2) The catalyst class is: 3. Product: [CH3:1][N:2]1[CH2:8][CH2:7][CH2:6][N:5]([CH2:19][CH2:20][OH:21])[CH2:4][CH2:3]1. Reactant: [CH3:1][N:2]1[CH2:8][CH2:7][CH2:6][NH:5][CH2:4][CH2:3]1.CCN(C(C)C)C(C)C.Br[CH2:19][CH2:20][OH:21]. (3) Reactant: [C:1]1(=[O:8])[O:7][C:5](=[O:6])[CH2:4][CH2:3][CH2:2]1.[CH2:9]([N:12]1[CH2:17][CH2:16][NH:15][CH2:14][CH2:13]1)[CH2:10][CH3:11]. Product: [O:6]=[C:5]([N:15]1[CH2:16][CH2:17][N:12]([CH2:9][CH2:10][CH3:11])[CH2:13][CH2:14]1)[CH2:4][CH2:3][CH2:2][C:1]([OH:7])=[O:8]. The catalyst class is: 12. (4) Reactant: [OH:1][C:2]1[CH:7]=[CH:6][C:5]([NH:8][CH2:9][C:10]([OH:12])=O)=[CH:4][CH:3]=1.[CH2:13]([N:23]1[CH2:28][CH2:27][NH:26][CH2:25][CH2:24]1)[C:14]1[CH:22]=[CH:21][C:20]2[O:19][CH2:18][O:17][C:16]=2[CH:15]=1.O.ON1C2C=CC=CC=2N=N1.Cl.C(N=C=NCCCN(C)C)C. Product: [OH:1][C:2]1[CH:3]=[CH:4][C:5]([NH:8][CH2:9][C:10]([N:26]2[CH2:27][CH2:28][N:23]([CH2:13][C:14]3[CH:22]=[CH:21][C:20]4[O:19][CH2:18][O:17][C:16]=4[CH:15]=3)[CH2:24][CH2:25]2)=[O:12])=[CH:6][CH:7]=1. The catalyst class is: 42. (5) Reactant: Cl[C:2]1[CH:7]=[C:6](Cl)[N:5]=[CH:4][N:3]=1.C(=O)([O-])[O-].[K+].[K+].[CH2:15]([N:17]1[CH2:22][CH2:21][NH:20][CH2:19][CH2:18]1)[CH3:16].[NH2:23][NH2:24]. Product: [CH2:15]([N:17]1[CH2:22][CH2:21][N:20]([C:6]2[N:5]=[CH:4][N:3]=[C:2]([NH:23][NH2:24])[CH:7]=2)[CH2:19][CH2:18]1)[CH3:16]. The catalyst class is: 32. (6) Reactant: C([O:5][C:6](=[O:40])[CH2:7][N:8]1[C@H:13]([C:14]2[CH:19]=[CH:18][C:17]([C:20]#[N:21])=[CH:16][CH:15]=2)[C:12]([C:22]([CH:24]2[CH2:27][CH2:26][CH2:25]2)=[O:23])=[C:11]([CH3:28])[N:10]([C:29]2[CH:34]=[CH:33][CH:32]=[C:31]([C:35]([F:38])([F:37])[F:36])[CH:30]=2)[C:9]1=[O:39])(C)(C)C.FC(F)(F)C(O)=O. Product: [C:20]([C:17]1[CH:16]=[CH:15][C:14]([C@H:13]2[N:8]([CH2:7][C:6]([OH:40])=[O:5])[C:9](=[O:39])[N:10]([C:29]3[CH:34]=[CH:33][CH:32]=[C:31]([C:35]([F:37])([F:36])[F:38])[CH:30]=3)[C:11]([CH3:28])=[C:12]2[C:22]([CH:24]2[CH2:25][CH2:26][CH2:27]2)=[O:23])=[CH:19][CH:18]=1)#[N:21]. The catalyst class is: 4.